This data is from Catalyst prediction with 721,799 reactions and 888 catalyst types from USPTO. The task is: Predict which catalyst facilitates the given reaction. (1) Reactant: C[O:2][C:3]([CH:5]1[CH2:9][C:8](=[O:10])[N:7]([CH:11]([C:13]2[CH:18]=[CH:17][CH:16]=[CH:15][CH:14]=2)[CH3:12])[CH2:6]1)=O.[Cl-].[Li+].[BH4-].[Na+].[Cl-].[NH4+]. Product: [OH:2][CH2:3][CH:5]1[CH2:6][N:7]([C@H:11]([C:13]2[CH:18]=[CH:17][CH:16]=[CH:15][CH:14]=2)[CH3:12])[C:8](=[O:10])[CH2:9]1. The catalyst class is: 214. (2) Reactant: [Si:1]([O:8][CH2:9][C@H:10]1[O:18][C@H:17]2[C@H:13]([N:14]=[C:15]([N:19]([CH3:27])[C:20](=[O:26])[O:21][C:22]([CH3:25])([CH3:24])[CH3:23])[S:16]2)[C@@H:12]([OH:28])[C@@H:11]1[OH:29])([C:4]([CH3:7])([CH3:6])[CH3:5])([CH3:3])[CH3:2].[H-].[Na+].Br[CH2:33][C:34]1[CH:39]=[CH:38][CH:37]=[CH:36][CH:35]=1. The catalyst class is: 3. Product: [CH2:33]([O:29][C@@H:11]1[C@@H:10]([CH2:9][O:8][Si:1]([C:4]([CH3:7])([CH3:5])[CH3:6])([CH3:3])[CH3:2])[O:18][C@H:17]2[C@H:13]([N:14]=[C:15]([N:19]([CH3:27])[C:20](=[O:26])[O:21][C:22]([CH3:23])([CH3:25])[CH3:24])[S:16]2)[C@H:12]1[O:28][CH2:33][C:34]1[CH:39]=[CH:38][CH:37]=[CH:36][CH:35]=1)[C:34]1[CH:39]=[CH:38][CH:37]=[CH:36][CH:35]=1. (3) The catalyst class is: 93. Product: [CH3:1][C:2]1[CH:7]=[CH:6][C:5]([S:8]([N:12]2[C:16]3=[N:17][CH:18]=[CH:19][CH:20]=[C:15]3[CH:14]=[CH:13]2)(=[O:10])=[O:9])=[CH:4][CH:3]=1. Reactant: [CH3:1][C:2]1[CH:7]=[CH:6][C:5]([S:8](Cl)(=[O:10])=[O:9])=[CH:4][CH:3]=1.[NH:12]1[C:16]2=[N:17][CH:18]=[CH:19][CH:20]=[C:15]2[CH:14]=[CH:13]1.[OH-].[Na+]. (4) Reactant: [CH2:1]([CH:3]([CH2:34][CH2:35][CH2:36][CH3:37])[CH2:4][O:5][C:6]1[CH:21]=[C:20]([N+:22]([O-])=O)[C:19]([O:25][CH2:26][CH:27]([CH2:32][CH3:33])[CH2:28][CH2:29][CH2:30][CH3:31])=[CH:18][C:7]=1/[CH:8]=[CH:9]/[C:10]1[CH:17]=[CH:16][C:13]([C:14]#[N:15])=[CH:12][CH:11]=1)[CH3:2].[Sn](Cl)Cl. Product: [NH2:22][C:20]1[C:19]([O:25][CH2:26][CH:27]([CH2:32][CH3:33])[CH2:28][CH2:29][CH2:30][CH3:31])=[CH:18][C:7](/[CH:8]=[CH:9]/[C:10]2[CH:17]=[CH:16][C:13]([C:14]#[N:15])=[CH:12][CH:11]=2)=[C:6]([O:5][CH2:4][CH:3]([CH2:1][CH3:2])[CH2:34][CH2:35][CH2:36][CH3:37])[CH:21]=1. The catalyst class is: 8.